From a dataset of Catalyst prediction with 721,799 reactions and 888 catalyst types from USPTO. Predict which catalyst facilitates the given reaction. (1) Reactant: [N+:1]([C:4]1[CH:17]=[CH:16][CH:15]=[CH:14][C:5]=1[CH2:6][N:7]1[CH2:12][CH2:11][CH2:10][O:9][C:8]1=[O:13])([O-])=O.[Cl-].[NH4+].O. Product: [NH2:1][C:4]1[CH:17]=[CH:16][CH:15]=[CH:14][C:5]=1[CH2:6][N:7]1[CH2:12][CH2:11][CH2:10][O:9][C:8]1=[O:13]. The catalyst class is: 186. (2) Reactant: C([Li])CCC.[S:6]1[C:10]2[CH:11]=[CH:12][CH:13]=[CH:14][C:9]=2[N:8]=[CH:7]1.[CH2:15]([Sn:19](Cl)([CH2:24][CH2:25][CH2:26][CH3:27])[CH2:20][CH2:21][CH2:22][CH3:23])[CH2:16][CH2:17][CH3:18]. Product: [CH2:24]([Sn:19]([CH2:15][CH2:16][CH2:17][CH3:18])([CH2:20][CH2:21][CH2:22][CH3:23])[C:7]1[S:6][C:10]2[CH:11]=[CH:12][CH:13]=[CH:14][C:9]=2[N:8]=1)[CH2:25][CH2:26][CH3:27]. The catalyst class is: 28. (3) Reactant: IC1C2N=CN=C(N)C=2N(C2C=CC([N+]([O-])=O)=CC=2)N=1.CC1(C)C(C)(C)OB(C2CCN(C(OC(C)(C)C)=O)CC=2)O1.[NH2:43][C:44]1[C:45]2[N:52]([C:53]3[CH:58]=[CH:57][C:56]([N+:59]([O-:61])=[O:60])=[C:55](OC)[CH:54]=3)[N:51]=[C:50]([C:64]3[CH2:65][CH2:66][N:67]([C:70]([O:72][C:73]([CH3:76])([CH3:75])[CH3:74])=[O:71])[CH2:68][CH:69]=3)[C:46]=2[N:47]=[CH:48][N:49]=1.CO[C@@H]1[C@@H](C(OC)=O)[C@@H]2[C@@H](CN3[C@H](C2)C2NC4C=C(OC)C=CC=4C=2CC3)C[C@H]1OC(C1C=C(OC)C(OC)=C(OC)C=1)=O. Product: [NH2:43][C:44]1[C:45]2[N:52]([C:53]3[CH:54]=[CH:55][C:56]([N+:59]([O-:61])=[O:60])=[CH:57][CH:58]=3)[N:51]=[C:50]([C:64]3[CH2:65][CH2:66][N:67]([C:70]([O:72][C:73]([CH3:76])([CH3:75])[CH3:74])=[O:71])[CH2:68][CH:69]=3)[C:46]=2[N:47]=[CH:48][N:49]=1. The catalyst class is: 10. (4) Reactant: [CH3:1][C:2]1[N:7]=[CH:6][C:5]([O:8][CH:9]2[CH2:12][N:11]([C:13]([CH:15]3[CH2:21][CH2:20][CH2:19][N:18]([C:22](OCC4C=CC=CC=4)=O)[CH2:17][CH2:16]3)=[O:14])[CH2:10]2)=[CH:4][CH:3]=1.[C:32]1(=O)[CH2:35]C[CH2:33]1. Product: [CH:22]1([N:18]2[CH2:19][CH2:20][CH2:21][CH:15]([C:13]([N:11]3[CH2:10][CH:9]([O:8][C:5]4[CH:6]=[N:7][C:2]([CH3:1])=[CH:3][CH:4]=4)[CH2:12]3)=[O:14])[CH2:16][CH2:17]2)[CH2:35][CH2:32][CH2:33]1. The catalyst class is: 50. (5) Reactant: BrC1C=CC([N:8]([C:19]2[N:24]=[CH:23][CH:22]=[CH:21][N:20]=2)[CH:9]2[CH2:14][C:13]([CH3:16])([CH3:15])[NH:12][C:11]([CH3:18])([CH3:17])[CH2:10]2)=CC=1.C([Sn](CCCC)(CCCC)[C:30]1[CH:35]=[CH:34][N:33]=[CH:32][CH:31]=1)CCC.[C:44]1(C)[C:45](C)=[CH:46][CH:47]=[CH:48][CH:49]=1. Product: [N:33]1[CH:32]=[CH:31][C:30]([C:44]2[CH:45]=[CH:46][C:47]([C:21]3[CH:22]=[CH:23][N:24]=[C:19]([NH:8][CH:9]4[CH2:14][C:13]([CH3:15])([CH3:16])[NH:12][C:11]([CH3:17])([CH3:18])[CH2:10]4)[N:20]=3)=[CH:48][CH:49]=2)=[CH:35][CH:34]=1. The catalyst class is: 235.